This data is from Full USPTO retrosynthesis dataset with 1.9M reactions from patents (1976-2016). The task is: Predict the reactants needed to synthesize the given product. (1) Given the product [CH3:1][O:2][C:3]([CH:4]1[CH2:8][CH:7]([O:9][S:25]([C:22]2[CH:23]=[CH:24][C:19]([CH3:18])=[CH:20][CH:21]=2)(=[O:27])=[O:26])[CH2:6][N:5]1[C:10]([O:12][C:13]([CH3:14])([CH3:16])[CH3:15])=[O:11])=[O:17], predict the reactants needed to synthesize it. The reactants are: [CH3:1][O:2][C:3](=[O:17])[C@@H:4]1[CH2:8][C@@H:7]([OH:9])[CH2:6][N:5]1[C:10]([O:12][C:13]([CH3:16])([CH3:15])[CH3:14])=[O:11].[CH3:18][C:19]1[CH:24]=[CH:23][C:22]([S:25](Cl)(=[O:27])=[O:26])=[CH:21][CH:20]=1.CN(C=O)C. (2) Given the product [Cl:1][C:2]1[N:3]=[CH:4][C:5]([C:6](=[O:7])[CH2:4][CH2:5][CH2:12][CH2:13][CH3:2])=[CH:12][CH:13]=1, predict the reactants needed to synthesize it. The reactants are: [Cl:1][C:2]1[CH:13]=[CH:12][C:5]([C:6](N(OC)C)=[O:7])=[CH:4][N:3]=1.